Dataset: Reaction yield outcomes from USPTO patents with 853,638 reactions. Task: Predict the reaction yield, written as a fraction of the theoretical maximum amount of product (1.0 means a 100% yield; for example, 0.34 means a 34% yield). (1) The reactants are C([O:3][C:4](=[O:39])[CH2:5][C@H:6]([NH:14][C:15]([C:17]1[CH:21]=[C:20]([O:22][CH2:23][C:24]2[CH:29]=[CH:28][CH:27]=[CH:26][C:25]=2[C:30]#[N:31])[N:19]([C:32]2[CH:37]=[CH:36][CH:35]=[CH:34][C:33]=2[F:38])[N:18]=1)=[O:16])[C:7]1[CH:12]=[CH:11][CH:10]=[CH:9][C:8]=1[CH3:13])C.[OH-].[Li+]. The catalyst is C1COCC1.O. The product is [C:30]([C:25]1[CH:26]=[CH:27][CH:28]=[CH:29][C:24]=1[CH2:23][O:22][C:20]1[N:19]([C:32]2[CH:37]=[CH:36][CH:35]=[CH:34][C:33]=2[F:38])[N:18]=[C:17]([C:15]([NH:14][C@H:6]([C:7]2[CH:12]=[CH:11][CH:10]=[CH:9][C:8]=2[CH3:13])[CH2:5][C:4]([OH:39])=[O:3])=[O:16])[CH:21]=1)#[N:31]. The yield is 0.230. (2) The reactants are C(OC(=O)[NH:7][CH2:8][CH2:9][CH2:10][N:11]1[CH2:16][CH2:15][CH:14]([N:17]2[CH2:22][CH2:21][CH2:20][CH2:19][CH2:18]2)[CH2:13][CH2:12]1)(C)(C)C.[ClH:24]. The catalyst is O1CCOCC1.C(OCC)C. The product is [ClH:24].[ClH:24].[ClH:24].[N:17]1([CH:14]2[CH2:15][CH2:16][N:11]([CH2:10][CH2:9][CH2:8][NH2:7])[CH2:12][CH2:13]2)[CH2:22][CH2:21][CH2:20][CH2:19][CH2:18]1. The yield is 0.920. (3) The reactants are C(OC(=O)[NH:7][CH:8]1[CH2:13][CH2:12][N:11]([C:14]2[C:15]3[S:22][CH:21]=[CH:20][C:16]=3[N:17]=[CH:18][N:19]=2)[CH2:10][CH2:9]1)(C)(C)C.C(O)(C(F)(F)F)=O. The catalyst is C(Cl)Cl. The product is [N:17]1[C:16]2[CH:20]=[CH:21][S:22][C:15]=2[C:14]([N:11]2[CH2:10][CH2:9][CH:8]([NH2:7])[CH2:13][CH2:12]2)=[N:19][CH:18]=1. The yield is 0.620. (4) The reactants are [SH:1][C:2]1[S:3][CH:4]=[CH:5][N:6]=1.Br[CH2:8][C:9](=[O:15])[C:10]([O:12][CH2:13][CH3:14])=[O:11]. The catalyst is C(Cl)Cl. The product is [CH2:13]([O:12][C:10](=[O:11])[C:9](=[O:15])[CH2:8][S:1][C:2]1[S:3][CH2:4][CH2:5][N:6]=1)[CH3:14]. The yield is 0.710. (5) The reactants are [CH3:1][C:2]1[CH:7]=[C:6]([CH3:8])[NH:5][C:4](=[O:9])[C:3]=1[CH2:10][NH:11][C:12]([C:14]1[CH:22]=[C:21]([C:23]2[CH:32]=[CH:31][C:26]([C:27]([O:29]C)=[O:28])=[CH:25][CH:24]=2)[CH:20]=[C:19]2[C:15]=1[C:16]([CH3:36])=[CH:17][N:18]2[CH:33]([CH3:35])[CH3:34])=[O:13].[OH-].[Na+]. The catalyst is CO.C1COCC1. The product is [CH3:1][C:2]1[CH:7]=[C:6]([CH3:8])[NH:5][C:4](=[O:9])[C:3]=1[CH2:10][NH:11][C:12]([C:14]1[CH:22]=[C:21]([C:23]2[CH:24]=[CH:25][C:26]([C:27]([OH:29])=[O:28])=[CH:31][CH:32]=2)[CH:20]=[C:19]2[C:15]=1[C:16]([CH3:36])=[CH:17][N:18]2[CH:33]([CH3:34])[CH3:35])=[O:13]. The yield is 0.395. (6) The reactants are [C:1]1([CH2:7][CH:8]=O)[CH:6]=[CH:5][CH:4]=[CH:3][CH:2]=1.[C:10]1([CH2:16][CH2:17][NH2:18])[CH:15]=[CH:14][CH:13]=[CH:12][CH:11]=1.C(O[BH-](OC(=O)C)OC(=O)C)(=O)C.[Na+]. The catalyst is C1COCC1. The product is [CH2:8]([NH:18][CH2:17][CH2:16][C:10]1[CH:15]=[CH:14][CH:13]=[CH:12][CH:11]=1)[CH2:7][C:1]1[CH:6]=[CH:5][CH:4]=[CH:3][CH:2]=1. The yield is 0.110. (7) The yield is 0.620. The reactants are [C:1]([NH:9][CH:10]([C:18](=O)[CH3:19])[C:11]([O:13][C:14]([CH3:17])([CH3:16])[CH3:15])=[O:12])(=O)[C:2]1[CH:7]=[CH:6][CH:5]=[CH:4][CH:3]=1.COC1C=CC(P2(=S)SP(=S)(C3C=CC(OC)=CC=3)[S:30]2)=CC=1. The product is [CH3:19][C:18]1[S:30][C:1]([C:2]2[CH:7]=[CH:6][CH:5]=[CH:4][CH:3]=2)=[N:9][C:10]=1[C:11]([O:13][C:14]([CH3:17])([CH3:16])[CH3:15])=[O:12]. The catalyst is C1COCC1.